This data is from Reaction yield outcomes from USPTO patents with 853,638 reactions. The task is: Predict the reaction yield, written as a fraction of the theoretical maximum amount of product (1.0 means a 100% yield; for example, 0.34 means a 34% yield). The reactants are [C:1](=[O:8])([S:6][CH3:7])[O:2][CH:3](Cl)[CH3:4].[C:9]([OH:14])(=[O:13])[CH:10]([CH3:12])[CH3:11].C(N(C(C)C)CC)(C)C. The catalyst is CCOCC. The product is [C:1](=[O:8])([S:6][CH3:7])[O:2][CH:3]([O:14][C:9](=[O:13])[CH:10]([CH3:12])[CH3:11])[CH3:4]. The yield is 0.970.